From a dataset of Forward reaction prediction with 1.9M reactions from USPTO patents (1976-2016). Predict the product of the given reaction. (1) Given the reactants [Cl:1][C:2]1[CH:27]=[C:26]([Cl:28])[CH:25]=[CH:24][C:3]=1[O:4][C:5]1[CH:10]=[CH:9][CH:8]=[CH:7][C:6]=1[NH:11][S:12]([C:15]1[CH:23]=[CH:22][C:18]([C:19](O)=[O:20])=[CH:17][CH:16]=1)(=[O:14])=[O:13].[CH3:29][NH2:30], predict the reaction product. The product is: [Cl:1][C:2]1[CH:27]=[C:26]([Cl:28])[CH:25]=[CH:24][C:3]=1[O:4][C:5]1[CH:10]=[CH:9][CH:8]=[CH:7][C:6]=1[NH:11][S:12]([C:15]1[CH:23]=[CH:22][C:18]([C:19]([NH:30][CH3:29])=[O:20])=[CH:17][CH:16]=1)(=[O:14])=[O:13]. (2) Given the reactants [CH:1]1([CH2:4][O:5][C:6]2[N:11]=[C:10]([C:12]([NH:14][C:15]3([CH2:19][C:20]([O:22]C)=[O:21])[CH2:18][CH2:17][CH2:16]3)=[O:13])[CH:9]=[CH:8][C:7]=2[N:24]2[CH2:27][C:26]([F:29])([F:28])[CH2:25]2)[CH2:3][CH2:2]1.O.[OH-].[Li+], predict the reaction product. The product is: [CH:1]1([CH2:4][O:5][C:6]2[N:11]=[C:10]([C:12]([NH:14][C:15]3([CH2:19][C:20]([OH:22])=[O:21])[CH2:18][CH2:17][CH2:16]3)=[O:13])[CH:9]=[CH:8][C:7]=2[N:24]2[CH2:27][C:26]([F:28])([F:29])[CH2:25]2)[CH2:2][CH2:3]1. (3) Given the reactants [NH2:1][C@@H:2]([C@H:7]([OH:9])[CH3:8])[C:3]([O:5][CH3:6])=[O:4].C([O-])(O)=O.[Na+].[CH:15]1[CH:20]=[CH:19][C:18]([CH2:21][O:22][C:23](Cl)=[O:24])=[CH:17][CH:16]=1, predict the reaction product. The product is: [CH2:21]([O:22][C:23]([NH:1][C@@H:2]([C@H:7]([OH:9])[CH3:8])[C:3]([O:5][CH3:6])=[O:4])=[O:24])[C:18]1[CH:19]=[CH:20][CH:15]=[CH:16][CH:17]=1.